Dataset: Reaction yield outcomes from USPTO patents with 853,638 reactions. Task: Predict the reaction yield, written as a fraction of the theoretical maximum amount of product (1.0 means a 100% yield; for example, 0.34 means a 34% yield). The reactants are [Br:1][C:2]1[CH:7]=[CH:6][C:5]([C@@H:8]([N:10]2[CH2:16][CH2:15][CH2:14][C@:13]([CH2:23][C:24]3([CH3:27])[CH2:26][O:25]3)([C:17]3[CH:22]=[CH:21][CH:20]=[CH:19][CH:18]=3)[O:12][C:11]2=[O:28])[CH3:9])=[CH:4][CH:3]=1. The catalyst is C1COCC1. The product is [Br:1][C:2]1[CH:7]=[CH:6][C:5]([C@@H:8]([N:10]2[CH2:16][CH2:15][CH2:14][C@:13]([CH2:23][C:24]([OH:25])([CH3:26])[CH3:27])([C:17]3[CH:18]=[CH:19][CH:20]=[CH:21][CH:22]=3)[O:12][C:11]2=[O:28])[CH3:9])=[CH:4][CH:3]=1. The yield is 0.530.